Dataset: Reaction yield outcomes from USPTO patents with 853,638 reactions. Task: Predict the reaction yield, written as a fraction of the theoretical maximum amount of product (1.0 means a 100% yield; for example, 0.34 means a 34% yield). (1) The reactants are [CH3:1][C:2]([CH3:49])([CH3:48])[C@H:3]([NH:43][C:44](=[O:47])[O:45][CH3:46])[C:4](=[O:42])[N:5]1[CH2:9][CH2:8][CH2:7][C@H:6]1[C:10](=[O:41])[NH:11][C:12]1[CH:17]=[CH:16][C:15]([CH2:18][N:19]([C:35]2[CH:40]=[CH:39][CH:38]=[CH:37][CH:36]=2)[CH2:20][C:21]2[CH:26]=[CH:25][C:24]([NH:27][C:28]([C@@H:30]3[CH2:34][CH2:33][CH2:32][NH:31]3)=[O:29])=[CH:23][CH:22]=2)=[CH:14][CH:13]=1.[CH3:50][N:51]([CH3:62])[C@H:52]([C:56]1[CH:61]=[CH:60][CH:59]=[CH:58][CH:57]=1)[C:53](O)=[O:54].CN(C(ON1N=NC2C=CC=NC1=2)=[N+](C)C)C.F[P-](F)(F)(F)(F)F.CCN(C(C)C)C(C)C. The catalyst is CS(C)=O.O. The product is [CH3:50][N:51]([CH3:62])[C@H:52]([C:56]1[CH:61]=[CH:60][CH:59]=[CH:58][CH:57]=1)[C:53]([N:31]1[CH2:32][CH2:33][CH2:34][C@H:30]1[C:28]([NH:27][C:24]1[CH:25]=[CH:26][C:21]([CH2:20][N:19]([CH2:18][C:15]2[CH:14]=[CH:13][C:12]([NH:11][C:10]([C@@H:6]3[CH2:7][CH2:8][CH2:9][N:5]3[C:4](=[O:42])[C@@H:3]([NH:43][C:44](=[O:47])[O:45][CH3:46])[C:2]([CH3:49])([CH3:48])[CH3:1])=[O:41])=[CH:17][CH:16]=2)[C:35]2[CH:36]=[CH:37][CH:38]=[CH:39][CH:40]=2)=[CH:22][CH:23]=1)=[O:29])=[O:54]. The yield is 0.430. (2) The reactants are [CH3:1][O:2][C:3]([C:5]1[N:6]=[C:7]2[C:12]([C:13]([F:16])([F:15])[F:14])=[CH:11][C:10]([N+:17]([O-:19])=[O:18])=[CH:9][N:8]2[CH:20]=1)=[O:4].[Cl:21]N1C(=O)CCC1=O. The catalyst is CN(C=O)C.CCOC(C)=O. The product is [CH3:1][O:2][C:3]([C:5]1[N:6]=[C:7]2[C:12]([C:13]([F:15])([F:16])[F:14])=[CH:11][C:10]([N+:17]([O-:19])=[O:18])=[CH:9][N:8]2[C:20]=1[Cl:21])=[O:4]. The yield is 0.970.